Dataset: Catalyst prediction with 721,799 reactions and 888 catalyst types from USPTO. Task: Predict which catalyst facilitates the given reaction. (1) Reactant: [CH3:1][O:2][C:3]1[CH:8]=[C:7]([CH:9]=[CH2:10])[CH:6]=[CH:5][C:4]=1[C:11]1[CH:16]=[CH:15][C:14]([C:17]([O:19][CH3:20])=[O:18])=[CH:13][CH:12]=1.B.C(=O)([O-])[O-:23].[Na+].[Na+].OO. Product: [OH:23][CH2:10][CH2:9][C:7]1[CH:6]=[CH:5][C:4]([C:11]2[CH:12]=[CH:13][C:14]([C:17]([O:19][CH3:20])=[O:18])=[CH:15][CH:16]=2)=[C:3]([O:2][CH3:1])[CH:8]=1. The catalyst class is: 56. (2) Reactant: [Br:1][C:2]1[CH:7]=[CH:6][CH:5]=[CH:4][C:3]=1[NH:8][C:9]([NH:11][C:12]1[CH:17]=[CH:16][C:15]([Cl:18])=[C:14]([S:19]([NH:22][CH2:23][CH2:24][CH2:25][NH:26]C(OC(C)(C)C)=O)(=[O:21])=[O:20])[C:13]=1[OH:34])=[O:10]. Product: [ClH:18].[NH2:26][CH2:25][CH2:24][CH2:23][NH:22][S:19]([C:14]1[C:13]([OH:34])=[C:12]([NH:11][C:9]([NH:8][C:3]2[CH:4]=[CH:5][CH:6]=[CH:7][C:2]=2[Br:1])=[O:10])[CH:17]=[CH:16][C:15]=1[Cl:18])(=[O:21])=[O:20]. The catalyst class is: 89. (3) Reactant: [CH3:1][C:2]1([CH3:8])[O:7][CH2:6][CH2:5][NH:4][CH2:3]1.[Cl:9][C:10]1[CH:15]=[C:14](Cl)[N:13]=[C:12]([N:17]2[CH2:22][CH2:21][O:20][CH2:19][CH2:18]2)[N:11]=1.C(N(CC)CC)C. Product: [Cl:9][C:10]1[N:11]=[C:12]([N:17]2[CH2:22][CH2:21][O:20][CH2:19][CH2:18]2)[N:13]=[C:14]([N:4]2[CH2:5][CH2:6][O:7][C:2]([CH3:8])([CH3:1])[CH2:3]2)[CH:15]=1. The catalyst class is: 14. (4) The catalyst class is: 2. Reactant: C(OC([NH:8][CH2:9][C@H:10]([NH:15][C:16](=[O:47])[C:17]1[CH:22]=[CH:21][C:20]([NH:23][C:24]2[N:29]=[C:28]([NH:30][C:31]3([C:34]4[CH:39]=[CH:38][C:37]([Cl:40])=[CH:36][CH:35]=4)[CH2:33][CH2:32]3)[N:27]=[C:26]([O:41][CH2:42][C:43]([F:46])([F:45])[F:44])[N:25]=2)=[CH:19][CH:18]=1)[C:11]([O:13][CH3:14])=[O:12])=O)(C)(C)C.C(O)(C(F)(F)F)=O. Product: [NH2:8][CH2:9][C@H:10]([NH:15][C:16](=[O:47])[C:17]1[CH:22]=[CH:21][C:20]([NH:23][C:24]2[N:29]=[C:28]([NH:30][C:31]3([C:34]4[CH:35]=[CH:36][C:37]([Cl:40])=[CH:38][CH:39]=4)[CH2:32][CH2:33]3)[N:27]=[C:26]([O:41][CH2:42][C:43]([F:46])([F:45])[F:44])[N:25]=2)=[CH:19][CH:18]=1)[C:11]([O:13][CH3:14])=[O:12]. (5) Reactant: [CH3:1][O:2][C:3](=[O:50])[CH2:4][NH:5][CH2:6][CH2:7][NH:8][C:9]([C@:11]12[CH2:46][CH2:45][C@@H:44]([C:47]([CH3:49])=[CH2:48])[C@@H:12]1[C@@H:13]1[C@@:26]([CH3:29])([CH2:27][CH2:28]2)[C@@:25]2([CH3:30])[C@@H:16]([C@:17]3([CH3:43])[C@@H:22]([CH2:23][CH2:24]2)[C:21]([CH3:32])([CH3:31])[C:20]([C:33]2[CH:42]=[CH:41][C:36]([C:37]([O:39][CH3:40])=[O:38])=[CH:35][CH:34]=2)=[CH:19][CH2:18]3)[CH2:15][CH2:14]1)=[O:10].I[CH2:52][CH2:53][CH3:54].C(=O)([O-])[O-].[K+].[K+]. Product: [CH3:1][O:2][C:3](=[O:50])[CH2:4][N:5]([CH2:52][CH2:53][CH3:54])[CH2:6][CH2:7][NH:8][C:9]([C@:11]12[CH2:46][CH2:45][C@@H:44]([C:47]([CH3:49])=[CH2:48])[C@@H:12]1[C@@H:13]1[C@@:26]([CH3:29])([CH2:27][CH2:28]2)[C@@:25]2([CH3:30])[C@@H:16]([C@:17]3([CH3:43])[C@@H:22]([CH2:23][CH2:24]2)[C:21]([CH3:32])([CH3:31])[C:20]([C:33]2[CH:34]=[CH:35][C:36]([C:37]([O:39][CH3:40])=[O:38])=[CH:41][CH:42]=2)=[CH:19][CH2:18]3)[CH2:15][CH2:14]1)=[O:10]. The catalyst class is: 880. (6) Reactant: S(=O)(=O)(O)O.Cl.[Cl:7][C:8]1[CH:13]=[CH:12][C:11]([NH:14]N)=[CH:10][CH:9]=1.[CH:16]1([N:19]2[CH2:24][CH2:23][CH2:22][CH2:21][C:20]2=O)[CH2:18][CH2:17]1. Product: [Cl:7][C:8]1[CH:13]=[CH:12][C:11]2[NH:14][C:22]3[CH2:23][CH2:24][N:19]([CH:16]4[CH2:18][CH2:17]4)[CH2:20][C:21]=3[C:10]=2[CH:9]=1. The catalyst class is: 12.